Dataset: Forward reaction prediction with 1.9M reactions from USPTO patents (1976-2016). Task: Predict the product of the given reaction. (1) Given the reactants [BH4-].[Na+].[C:3]([NH:7][C:8]1[N:13]=[C:12]2[C:14](=[O:27])[CH2:15][CH2:16][C@@H:17]([C:19]3[CH:24]=[CH:23][CH:22]=[C:21]([F:25])[C:20]=3[F:26])[CH2:18][C:11]2=[CH:10][CH:9]=1)([CH3:6])([CH3:5])[CH3:4], predict the reaction product. The product is: [C:3]([NH:7][C:8]1[N:13]=[C:12]2[C@H:14]([OH:27])[CH2:15][CH2:16][C@@H:17]([C:19]3[CH:24]=[CH:23][CH:22]=[C:21]([F:25])[C:20]=3[F:26])[CH2:18][C:11]2=[CH:10][CH:9]=1)([CH3:6])([CH3:4])[CH3:5]. (2) The product is: [CH3:1][C:2]1[CH:7]=[CH:6][C:5]([CH:8]2[CH2:12][CH2:11][CH2:10][N:9]2[C:13]2[N:14]=[C:15]([NH:23][C:24]3[S:25][C:26]([C:29]#[N:30])=[CH:27][N:28]=3)[C:16]3[CH2:22][N:21]([S:41]([CH3:40])(=[O:43])=[O:42])[CH2:20][CH2:19][C:17]=3[N:18]=2)=[CH:4][CH:3]=1. Given the reactants [CH3:1][C:2]1[CH:7]=[CH:6][C:5]([CH:8]2[CH2:12][CH2:11][CH2:10][N:9]2[C:13]2[N:14]=[C:15]([NH:23][C:24]3[S:25][C:26]([C:29]#[N:30])=[CH:27][N:28]=3)[C:16]3[CH2:22][NH:21][CH2:20][CH2:19][C:17]=3[N:18]=2)=[CH:4][CH:3]=1.CCN(C(C)C)C(C)C.[CH3:40][S:41](Cl)(=[O:43])=[O:42].O, predict the reaction product. (3) Given the reactants [C:1]1([CH2:7][O:8][C:9]2[CH:14]=[CH:13][CH:12]=[CH:11][C:10]=2[CH2:15][N:16]2[CH:20]=[CH:19][C:18]([NH2:21])=[N:17]2)[CH:6]=[CH:5][CH:4]=[CH:3][CH:2]=1.C(N(CC)CC)C.[F:29][C:30]1[CH:38]=[CH:37][CH:36]=[C:35]([F:39])[C:31]=1[C:32](Cl)=[O:33], predict the reaction product. The product is: [F:29][C:30]1[CH:38]=[CH:37][CH:36]=[C:35]([F:39])[C:31]=1[C:32]([NH:21][C:18]1[CH:19]=[CH:20][N:16]([CH2:15][C:10]2[CH:11]=[CH:12][CH:13]=[CH:14][C:9]=2[O:8][CH2:7][C:1]2[CH:2]=[CH:3][CH:4]=[CH:5][CH:6]=2)[N:17]=1)=[O:33]. (4) Given the reactants [CH2:1]([C:3]1[C:10]([C:11]2[CH:12]=[N:13][C:14]([C:17]3[CH:22]=[CH:21][C:20]([O:23][CH:24]([CH3:26])[CH3:25])=[C:19]([C:27]([F:30])([F:29])[F:28])[CH:18]=3)=[N:15][CH:16]=2)=[CH:9][CH:8]=[CH:7][C:4]=1[CH:5]=O)[CH3:2].[CH2:31]([NH:33][CH2:34][C:35]([OH:37])=[O:36])[CH3:32].C(O)(=O)C, predict the reaction product. The product is: [CH2:31]([N:33]([CH2:5][C:4]1[CH:7]=[CH:8][CH:9]=[C:10]([C:11]2[CH:16]=[N:15][C:14]([C:17]3[CH:22]=[CH:21][C:20]([O:23][CH:24]([CH3:26])[CH3:25])=[C:19]([C:27]([F:30])([F:28])[F:29])[CH:18]=3)=[N:13][CH:12]=2)[C:3]=1[CH2:1][CH3:2])[CH2:34][C:35]([OH:37])=[O:36])[CH3:32]. (5) Given the reactants [Cl:1][C:2]1[CH:9]=[CH:8][C:5]([C:6]#[N:7])=[C:4](F)[CH:3]=1.[OH:11][C:12]1[CH:19]=[CH:18][C:15]([CH:16]=[O:17])=[C:14]([O:20][CH3:21])[CH:13]=1.C(=O)([O-])[O-].[Cs+].[Cs+].O, predict the reaction product. The product is: [Cl:1][C:2]1[CH:9]=[CH:8][C:5]([C:6]#[N:7])=[C:4]([O:11][C:12]2[CH:19]=[CH:18][C:15]([CH:16]=[O:17])=[C:14]([O:20][CH3:21])[CH:13]=2)[CH:3]=1. (6) Given the reactants CS(Cl)(=O)=O.[Cl:6][C:7]1[CH:8]=[C:9]([CH:27]=[CH:28][C:29]=1[O:30][CH2:31][C:32]1[CH:37]=[CH:36][CH:35]=[C:34]([F:38])[CH:33]=1)[NH:10][C:11]1[C:16]([C:17]#[C:18][C:19]2[N:24]=[C:23]([CH2:25]O)[CH:22]=[CH:21][CH:20]=2)=[CH:15][N:14]=[CH:13][N:12]=1.[CH3:39][N:40]1[CH2:45][CH2:44][NH:43][CH2:42][CH2:41]1.O, predict the reaction product. The product is: [Cl:6][C:7]1[CH:8]=[C:9]([NH:10][C:11]2[C:16]([C:17]#[C:18][C:19]3[CH:20]=[CH:21][CH:22]=[C:23]([CH2:25][N:43]4[CH2:44][CH2:45][N:40]([CH3:39])[CH2:41][CH2:42]4)[N:24]=3)=[CH:15][N:14]=[CH:13][N:12]=2)[CH:27]=[CH:28][C:29]=1[O:30][CH2:31][C:32]1[CH:37]=[CH:36][CH:35]=[C:34]([F:38])[CH:33]=1.